Dataset: Full USPTO retrosynthesis dataset with 1.9M reactions from patents (1976-2016). Task: Predict the reactants needed to synthesize the given product. (1) Given the product [F:21][C:18]1[CH:19]=[CH:20][C:2]([N:22]2[CH2:27][CH2:26][O:25][CH2:24][CH2:23]2)=[C:3]([CH:17]=1)[C:4]([C:6]1[O:7][C:8]2[CH:14]=[CH:13][C:12]([O:15][CH3:16])=[CH:11][C:9]=2[CH:10]=1)=[O:5], predict the reactants needed to synthesize it. The reactants are: F[C:2]1[CH:20]=[CH:19][C:18]([F:21])=[CH:17][C:3]=1[C:4]([C:6]1[O:7][C:8]2[CH:14]=[CH:13][C:12]([O:15][CH3:16])=[CH:11][C:9]=2[CH:10]=1)=[O:5].[NH:22]1[CH2:27][CH2:26][O:25][CH2:24][CH2:23]1. (2) The reactants are: [CH:1]1([NH:4][C:5]([C:7]2[N:8]=[N:9][N:10]([C:14]3[CH:19]=[CH:18][C:17]([C:20]([NH:22][CH2:23][CH3:24])=[O:21])=[CH:16][C:15]=3[OH:25])[C:11]=2[CH2:12]O)=[O:6])[CH2:3][CH2:2]1.C(P(CCCC)CCCC)CCC.C1CCN(C(N=NC(N2CCCCC2)=O)=O)CC1. Given the product [CH:1]1([NH:4][C:5]([C:7]2[N:8]=[N:9][N:10]3[C:14]4[CH:19]=[CH:18][C:17]([C:20]([NH:22][CH2:23][CH3:24])=[O:21])=[CH:16][C:15]=4[O:25][CH2:12][C:11]=23)=[O:6])[CH2:2][CH2:3]1, predict the reactants needed to synthesize it. (3) Given the product [CH2:21]([O:10][C:7]1[CH:8]=[CH:9][C:4]([N+:1]([O-:3])=[O:2])=[CH:5][CH:6]=1)[CH2:20][CH:19]=[CH2:18], predict the reactants needed to synthesize it. The reactants are: [N+:1]([C:4]1[CH:9]=[CH:8][C:7]([OH:10])=[CH:6][CH:5]=1)([O-:3])=[O:2].C(=O)([O-])[O-].[K+].[K+].Br[CH2:18][CH2:19][CH:20]=[CH2:21]. (4) Given the product [Br:1][C:2]1[CH:7]=[CH:6][C:5]([CH:8]([C:13]2[C:14]([CH3:27])=[N:15][N:16]([CH3:26])[C:17]=2[NH:18][C:19]([O:21][C:22]([CH3:24])([CH3:23])[CH3:25])=[O:20])[CH2:36][CH2:33][C:34]([O:54][CH3:52])=[O:35])=[C:4]([CH3:28])[CH:3]=1, predict the reactants needed to synthesize it. The reactants are: [Br:1][C:2]1[CH:7]=[CH:6][C:5]([CH:8]([C:13]2[C:14]([CH3:27])=[N:15][N:16]([CH3:26])[C:17]=2[NH:18][C:19]([O:21][C:22]([CH3:25])([CH3:24])[CH3:23])=[O:20])CC(O)=O)=[C:4]([CH3:28])[CH:3]=1.BrC1C=[CH:36][C:33]([CH:34]=[O:35])=C(C)C=1.CN1C(N)=CC(C)=N1.ClC1N=[C:52]([O:54]C)N=C(OC)N=1.CN1CCOCC1.CN(N=O)C(N[N+]([O-])=O)=N.[OH-].[K+]. (5) Given the product [CH2:24]([C:17]1[CH:18]=[CH:19][CH:20]=[C:21]([CH2:22][CH3:23])[C:16]=1[C:14]1[N:13]=[C:12]([CH3:26])[C:11]([CH2:27][N:28]([CH3:39])[C@@H:29]2[C:38]3[C:33](=[CH:34][CH:35]=[CH:36][CH:37]=3)[CH2:32][CH2:31][CH2:30]2)=[C:10]([CH2:9][CH2:8][C:7]([CH3:40])([OH:6])[CH3:41])[CH:15]=1)[CH3:25], predict the reactants needed to synthesize it. The reactants are: C([Si](C)(C)[O:6][C:7]([CH3:41])([CH3:40])[CH2:8][CH2:9][C:10]1[CH:15]=[C:14]([C:16]2[C:21]([CH2:22][CH3:23])=[CH:20][CH:19]=[CH:18][C:17]=2[CH2:24][CH3:25])[N:13]=[C:12]([CH3:26])[C:11]=1[CH2:27][N:28]([CH3:39])[C@@H:29]1[C:38]2[C:33](=[CH:34][CH:35]=[CH:36][CH:37]=2)[CH2:32][CH2:31][CH2:30]1)(C)(C)C.[F-].C([N+](CCCC)(CCCC)CCCC)CCC. (6) Given the product [C:31]([C:30]1([NH:33][C:17]([C@@H:15]2[CH2:16][C@@H:12]([S:9]([C:3]3[CH:4]=[CH:5][C:6]([F:8])=[CH:7][C:2]=3[Cl:1])(=[O:11])=[O:10])[CH2:13][C@H:14]2[C:20]([N:22]2[CH2:23][C:24]([F:27])([F:26])[CH2:25]2)=[O:21])=[O:18])[CH2:28][CH2:29]1)#[N:32], predict the reactants needed to synthesize it. The reactants are: [Cl:1][C:2]1[CH:7]=[C:6]([F:8])[CH:5]=[CH:4][C:3]=1[S:9]([C@@H:12]1[CH2:16][C@@H:15]([C:17](O)=[O:18])[C@H:14]([C:20]([N:22]2[CH2:25][C:24]([F:27])([F:26])[CH2:23]2)=[O:21])[CH2:13]1)(=[O:11])=[O:10].[CH2:28]1[C:30]([NH2:33])([C:31]#[N:32])[CH2:29]1.Cl. (7) Given the product [CH2:1]([O:8][C:9]1[CH:14]=[CH:13][C:12]([CH:15]2[C:23]3[C:18](=[CH:19][CH:20]=[CH:21][CH:22]=3)[C:17](=[O:24])[N:16]2[CH2:25][CH2:26][C:27]2[CH:32]=[CH:31][CH:30]=[CH:29][N:28]=2)=[CH:11][C:10]=1[O:34][CH3:35])[C:2]1[CH:7]=[CH:6][CH:5]=[CH:4][CH:3]=1, predict the reactants needed to synthesize it. The reactants are: [CH2:1]([O:8][C:9]1[CH:14]=[CH:13][C:12]([C:15]2(O)[C:23]3[C:18](=[CH:19][CH:20]=[CH:21][CH:22]=3)[C:17](=[O:24])[N:16]2[CH2:25][CH2:26][C:27]2[CH:32]=[CH:31][CH:30]=[CH:29][N:28]=2)=[CH:11][C:10]=1[O:34][CH3:35])[C:2]1[CH:7]=[CH:6][CH:5]=[CH:4][CH:3]=1.FC(F)(F)C(O)=O.[SiH](CC)(CC)CC. (8) Given the product [CH:12]1([CH2:17][CH:18]([C:22]2[CH:27]=[CH:26][C:25]([N+:28]([O-:30])=[O:29])=[CH:24][CH:23]=2)[C:19]([NH:37][C:38]2[CH:45]=[CH:44][CH:43]=[CH:42][N:41]=2)=[O:21])[CH2:13][CH2:14][CH2:15][CH2:16]1, predict the reactants needed to synthesize it. The reactants are: C(OC(C1N=C(N)SC=1)=O)C.[CH:12]1([CH2:17][CH:18]([C:22]2[CH:27]=[CH:26][C:25]([N+:28]([O-:30])=[O:29])=[CH:24][CH:23]=2)[C:19]([OH:21])=O)[CH2:16][CH2:15][CH2:14][CH2:13]1.C(OC(C1[N:37]=[C:38]([NH:41][C:42](=O)[CH:43](C2C=CC([N+]([O-])=O)=CC=2)[CH2:44][CH:45]2CCCC2)SC=1)=O)C. (9) The reactants are: [NH2:1][C:2]1[N:6]([C:7]2[N:12]=[CH:11][N:10]=[C:9]([NH:13][CH3:14])[CH:8]=2)[N:5]=[C:4]([CH3:15])[CH:3]=1.[C:16]([O:20][C:21](=[O:31])[NH:22][C:23]1[CH:28]=[CH:27][C:26]([CH3:29])=[C:25](Br)[CH:24]=1)([CH3:19])([CH3:18])[CH3:17].C([O-])([O-])=O.[Cs+].[Cs+].C1(P(C2C=CC=CC=2)C2C3OC4C(=CC=CC=4P(C4C=CC=CC=4)C4C=CC=CC=4)C(C)(C)C=3C=CC=2)C=CC=CC=1. Given the product [CH3:29][C:26]1[CH:25]=[CH:24][C:23]([NH:22][C:21](=[O:31])[O:20][C:16]([CH3:18])([CH3:17])[CH3:19])=[CH:28][C:27]=1[NH:1][C:2]1[N:6]([C:7]2[CH:8]=[C:9]([NH:13][CH3:14])[N:10]=[CH:11][N:12]=2)[N:5]=[C:4]([CH3:15])[CH:3]=1, predict the reactants needed to synthesize it.